From a dataset of Peptide-MHC class I binding affinity with 185,985 pairs from IEDB/IMGT. Regression. Given a peptide amino acid sequence and an MHC pseudo amino acid sequence, predict their binding affinity value. This is MHC class I binding data. (1) The peptide sequence is WIEFTNFKV. The MHC is HLA-A26:01 with pseudo-sequence HLA-A26:01. The binding affinity (normalized) is 0. (2) The peptide sequence is QTLQDPRVR. The MHC is HLA-A11:01 with pseudo-sequence HLA-A11:01. The binding affinity (normalized) is 0. (3) The peptide sequence is IYLPIVHPF. The MHC is HLA-A69:01 with pseudo-sequence HLA-A69:01. The binding affinity (normalized) is 0.0847. (4) The peptide sequence is AQIGVIGVF. The MHC is HLA-A11:01 with pseudo-sequence HLA-A11:01. The binding affinity (normalized) is 0.0847. (5) The peptide sequence is KLLQTLVLK. The MHC is HLA-A33:01 with pseudo-sequence HLA-A33:01. The binding affinity (normalized) is 0.00999. (6) The peptide sequence is YQHLHTAPK. The MHC is HLA-A31:01 with pseudo-sequence HLA-A31:01. The binding affinity (normalized) is 0.674. (7) The peptide sequence is EELRKRLRLI. The MHC is Mamu-B01 with pseudo-sequence Mamu-B01. The binding affinity (normalized) is 0.